This data is from Catalyst prediction with 721,799 reactions and 888 catalyst types from USPTO. The task is: Predict which catalyst facilitates the given reaction. (1) Product: [Br:13][C:7]1[C:6](=[O:8])[NH:5][C:4]([C:9]([O:11][CH3:12])=[O:10])=[CH:3][C:2]=1[F:1]. The catalyst class is: 10. Reactant: [F:1][C:2]1[CH:3]=[C:4]([C:9]([O:11][CH3:12])=[O:10])[NH:5][C:6](=[O:8])[CH:7]=1.[Br:13]N1C(=O)CCC1=O.S(=O)(O)[O-].[Na+]. (2) Reactant: [CH3:1][C:2]1([CH2:8][O:9][C:10]2[CH:11]=[C:12]([CH:15]=[CH:16][CH:17]=2)[CH:13]=O)[CH2:7][CH2:6][CH2:5][CH2:4][CH2:3]1.[S:18]1[CH2:22][C:21](=[O:23])[NH:20][C:19]1=[O:24].N1CCCCC1. Product: [CH3:1][C:2]1([CH2:8][O:9][C:10]2[CH:11]=[C:12]([CH:15]=[CH:16][CH:17]=2)[CH:13]=[C:22]2[S:18][C:19](=[O:24])[NH:20][C:21]2=[O:23])[CH2:7][CH2:6][CH2:5][CH2:4][CH2:3]1. The catalyst class is: 14. (3) Reactant: Br[C:2]1[CH:11]=[N:10][C:9]2[N:8]([CH2:12][C:13]3[CH:18]=[CH:17][C:16]([O:19][CH3:20])=[CH:15][CH:14]=3)[C:7](=[O:21])[N:6]3[N:22]=[CH:23][N:24]=[C:5]3[C:4]=2[CH:3]=1.[CH3:25][C:26]1[CH:27]=[CH:28][C:29](=[O:32])[NH:30][N:31]=1.N[C@@H]1CCCC[C@H]1N.C(=O)([O-])[O-].[Cs+].[Cs+]. Product: [CH3:20][O:19][C:16]1[CH:17]=[CH:18][C:13]([CH2:12][N:8]2[C:9]3[N:10]=[CH:11][C:2]([N:30]4[C:29](=[O:32])[CH:28]=[CH:27][C:26]([CH3:25])=[N:31]4)=[CH:3][C:4]=3[C:5]3=[N:24][CH:23]=[N:22][N:6]3[C:7]2=[O:21])=[CH:14][CH:15]=1. The catalyst class is: 321. (4) Reactant: [NH2:1][C:2]1[S:3][C:4]([Br:14])=[CH:5][C:6]=1[C:7]([O:9][C:10]([CH3:13])([CH3:12])[CH3:11])=[O:8].[Cl:15][C:16]1[CH:21]=[C:20]([O:22][C:23]([F:26])([F:25])[F:24])[CH:19]=[C:18]([Cl:27])[C:17]=1[N:28]=[C:29]=[O:30].C(N(CC)CC)C. Product: [Br:14][C:4]1[S:3][C:2]([NH:1][C:29]([NH:28][C:17]2[C:18]([Cl:27])=[CH:19][C:20]([O:22][C:23]([F:24])([F:25])[F:26])=[CH:21][C:16]=2[Cl:15])=[O:30])=[C:6]([C:7]([O:9][C:10]([CH3:11])([CH3:13])[CH3:12])=[O:8])[CH:5]=1. The catalyst class is: 3. (5) Reactant: [Cl:1][C:2]1[C:3](=[O:9])[NH:4][N:5]=[CH:6][C:7]=1[Cl:8].C(N(CC)C(C)C)(C)C.[CH3:19][O:20][CH2:21]Cl. Product: [Cl:1][C:2]1[C:3](=[O:9])[N:4]([CH2:19][O:20][CH3:21])[N:5]=[CH:6][C:7]=1[Cl:8]. The catalyst class is: 143. (6) Reactant: [F:1][C:2]1[C:7]([C:8]([F:11])([F:10])[F:9])=[CH:6][CH:5]=[CH:4][C:3]=1[C:12]1(O)[CH2:17][CH2:16][N:15]([CH2:18][CH3:19])[CH2:14][CH2:13]1. Product: [F:1][C:2]1[C:7]([C:8]([F:9])([F:10])[F:11])=[CH:6][CH:5]=[CH:4][C:3]=1[C:12]1[CH2:17][CH2:16][N:15]([CH2:18][CH3:19])[CH2:14][CH:13]=1. The catalyst class is: 33. (7) Reactant: [CH2:1]([C:8]1[C:9]([N:27]2[CH2:32][CH2:31][NH:30][CH2:29][CH2:28]2)=[N:10][N:11](CC2C=CC(OC)=CC=2)[C:12]=1[C:13]([O:15][CH2:16][CH3:17])=[O:14])[C:2]1[CH:7]=[CH:6][CH:5]=[CH:4][CH:3]=1.S(=O)(=O)(O)O.FC(F)(F)[C:40]([OH:42])=[O:41]. Product: [CH2:1]([C:8]1[C:12]([C:13]([O:15][CH2:16][CH3:17])=[O:14])=[N:11][NH:10][C:9]=1[N:27]1[CH2:32][CH2:31][N:30]([C:40]([O:42][C:2]([CH3:7])([CH3:3])[CH3:1])=[O:41])[CH2:29][CH2:28]1)[C:2]1[CH:7]=[CH:6][CH:5]=[CH:4][CH:3]=1. The catalyst class is: 520.